Task: Predict the product of the given reaction.. Dataset: Forward reaction prediction with 1.9M reactions from USPTO patents (1976-2016) (1) The product is: [CH2:41]([C:38]1([C:35]2[CH:34]=[CH:33][C:32]([CH2:31][CH:20]([NH:21][S:22]([C:25]3[N:26]=[CH:27][N:28]([CH3:30])[CH:29]=3)(=[O:23])=[O:24])[C:16]3[N:15]=[C:14]([NH:13][CH2:45][C:46]([OH:48])=[O:47])[CH:19]=[CH:18][CH:17]=3)=[CH:37][CH:36]=2)[CH2:40][CH2:39]1)[CH2:42][CH2:43][CH3:44]. Given the reactants O1CCCC1.C(OC([N:13]([CH2:45][C:46]([O:48]C(C)(C)C)=[O:47])[C:14]1[CH:19]=[CH:18][CH:17]=[C:16]([CH:20]([CH2:31][C:32]2[CH:37]=[CH:36][C:35]([C:38]3([CH2:41][CH2:42][CH2:43][CH3:44])[CH2:40][CH2:39]3)=[CH:34][CH:33]=2)[NH:21][S:22]([C:25]2[N:26]=[CH:27][N:28]([CH3:30])[CH:29]=2)(=[O:24])=[O:23])[N:15]=1)=O)(C)(C)C.Cl, predict the reaction product. (2) Given the reactants [NH2:1][C:2]1[CH:3]=[C:4]([NH:14][C:15](=[O:17])[CH3:16])[CH:5]=[C:6]([C:8]2[CH:13]=[CH:12][CH:11]=[CH:10][CH:9]=2)[CH:7]=1.[Br:18][C:19]1[CH:24]=[CH:23][C:22](F)=[C:21]([N+:26]([O-:28])=[O:27])[CH:20]=1.[F-].[K+], predict the reaction product. The product is: [Br:18][C:19]1[CH:24]=[CH:23][C:22]([NH:1][C:2]2[CH:3]=[C:4]([NH:14][C:15](=[O:17])[CH3:16])[CH:5]=[C:6]([C:8]3[CH:13]=[CH:12][CH:11]=[CH:10][CH:9]=3)[CH:7]=2)=[C:21]([N+:26]([O-:28])=[O:27])[CH:20]=1. (3) Given the reactants [C:1]([C:3]1[C:36](=[O:37])[C@@H:35]([CH3:38])[C@@H:6]2[CH2:7][CH2:8][C:9]3[C:13]([C@@:5]2([C:39]2[CH:44]=[CH:43][C:42]([F:45])=[CH:41][CH:40]=2)[CH:4]=1)=[N:12][N:11]([C:14](=[O:34])[CH2:15][NH:16]C(=O)OCC1C2C=CC=CC=2C2C1=CC=CC=2)[CH:10]=3)#[N:2].O.[OH-].[Li+].Cl.[F:50][C:51]([F:56])([F:55])[C:52]([OH:54])=[O:53], predict the reaction product. The product is: [F:45][C:42]1[CH:43]=[CH:44][C:39]([C@:5]23[CH:4]=[C:3]([C:1]#[N:2])[C:36](=[O:37])[C@@H:35]([CH3:38])[C@@H:6]2[CH2:7][CH2:8][C:9]2[C:13]3=[N:12][N:11]([C:14](=[O:34])[CH2:15][NH2:16])[CH:10]=2)=[CH:40][CH:41]=1.[F:50][C:51]([F:56])([F:55])[C:52]([OH:54])=[O:53]. (4) Given the reactants Br[C:2]1[CH:7]=[CH:6][C:5]([C:8]2[CH:21]=[CH:20][C:19]3[C:10](=[C:11]([C:28]4[CH:33]=[CH:32][CH:31]=[CH:30][CH:29]=4)[C:12]4[C:17]([C:18]=3[C:22]3[CH:27]=[CH:26][CH:25]=[CH:24][CH:23]=3)=[CH:16][CH:15]=[CH:14][CH:13]=4)[CH:9]=2)=[CH:4][CH:3]=1.[CH:34]1[C:42]2[C:41]3[CH:43]=[CH:44][CH:45]=[CH:46][C:40]=3[O:39][C:38]=2[C:37]([C:47]2[CH:48]=[CH:49][C:50]3[NH:51][C:52]4[C:57]([C:58]=3[CH:59]=2)=[CH:56][CH:55]=[CH:54][CH:53]=4)=[CH:36][CH:35]=1.CC(C)([O-])C.[Na+].C(P(C(C)(C)C)C(C)(C)C)(C)(C)C, predict the reaction product. The product is: [CH:34]1[C:42]2[C:41]3[CH:43]=[CH:44][CH:45]=[CH:46][C:40]=3[O:39][C:38]=2[C:37]([C:47]2[CH:48]=[CH:49][C:50]3[N:51]([C:2]4[CH:3]=[CH:4][C:5]([C:8]5[CH:21]=[CH:20][C:19]6[C:10](=[C:11]([C:28]7[CH:33]=[CH:32][CH:31]=[CH:30][CH:29]=7)[C:12]7[C:17]([C:18]=6[C:22]6[CH:27]=[CH:26][CH:25]=[CH:24][CH:23]=6)=[CH:16][CH:15]=[CH:14][CH:13]=7)[CH:9]=5)=[CH:6][CH:7]=4)[C:52]4[C:57]([C:58]=3[CH:59]=2)=[CH:56][CH:55]=[CH:54][CH:53]=4)=[CH:36][CH:35]=1. (5) Given the reactants [OH-].[K+].O.FC(F)(F)C(O)=O.FC(F)(F)C(O)=O.[Cl:18][C:19]1[C:20]([O:35][C:36]2[CH:41]=[C:40]([C:42]([F:45])([F:44])[F:43])[C:39]([F:46])=[CH:38][C:37]=2[C:47]2[CH:52]=[CH:51][N:50]=[N:49][CH:48]=2)=[CH:21][C:22]([F:34])=[C:23]([S:25]([NH:28][C:29]2[N:30]=[CH:31][S:32][CH:33]=2)(=[O:27])=[O:26])[CH:24]=1, predict the reaction product. The product is: [Cl:18][C:19]1[C:20]([O:35][C:36]2[CH:41]=[C:40]([C:42]([F:43])([F:45])[F:44])[C:39]([F:46])=[CH:38][C:37]=2[C:47]2[CH:52]=[CH:51][N:50]=[N:49][CH:48]=2)=[CH:21][C:22]([F:34])=[C:23]([S:25]([NH:28][C:29]2[N:30]=[CH:31][S:32][CH:33]=2)(=[O:27])=[O:26])[CH:24]=1.